The task is: Predict the product of the given reaction.. This data is from Forward reaction prediction with 1.9M reactions from USPTO patents (1976-2016). (1) Given the reactants [Cl:1][C:2]1[CH:7]=[C:6](Cl)[N:5]=[C:4]2[N:9]([CH3:12])[N:10]=[CH:11][C:3]=12.[K].[F-].[Cs+].O1CCO[CH2:18][CH2:17]1, predict the reaction product. The product is: [Cl:1][C:2]1[CH:7]=[C:6]([CH:17]=[CH2:18])[N:5]=[C:4]2[N:9]([CH3:12])[N:10]=[CH:11][C:3]=12. (2) Given the reactants [NH2:1][C:2]1[CH:7]=[CH:6][CH:5]=[C:4]([Cl:8])[C:3]=1[CH:9]([C:11]1[CH:16]=[CH:15][CH:14]=[C:13]([O:17][CH3:18])[C:12]=1[O:19][CH3:20])[OH:10].[CH3:21][O:22][C:23]1[CH:30]=[C:29]([O:31][CH3:32])[CH:28]=[CH:27][C:24]=1[CH:25]=O.[BH4-].[Na+], predict the reaction product. The product is: [Cl:8][C:4]1[CH:5]=[CH:6][CH:7]=[C:2]([NH:1][CH2:25][C:24]2[CH:27]=[CH:28][C:29]([O:31][CH3:32])=[CH:30][C:23]=2[O:22][CH3:21])[C:3]=1[CH:9]([C:11]1[CH:16]=[CH:15][CH:14]=[C:13]([O:17][CH3:18])[C:12]=1[O:19][CH3:20])[OH:10]. (3) The product is: [CH:34]1([O:39][C:40](=[O:53])[C@@H:41]([NH:45][C:46]([O:48][C:49]([CH3:52])([CH3:51])[CH3:50])=[O:47])[CH2:42][CH2:43][Br:1])[CH2:38][CH2:37][CH2:36][CH2:35]1. Given the reactants [Br:1]N1C(=O)CCC1=O.C1(P(C2C=CC=CC=2)C2C=CC=CC=2)C=CC=CC=1.N1C=CC=CC=1.[CH:34]1([O:39][C:40](=[O:53])[C@@H:41]([NH:45][C:46]([O:48][C:49]([CH3:52])([CH3:51])[CH3:50])=[O:47])[CH2:42][CH2:43]O)[CH2:38][CH2:37][CH2:36][CH2:35]1, predict the reaction product. (4) Given the reactants [NH2:1][OH:2].[CH3:3][N:4]1[CH:8]=[CH:7][C:6]([CH3:9])=[C:5]1[C:10]1[N:14]([C:15]2[CH:20]=[CH:19][C:18]([OH:21])=[CH:17][C:16]=2[F:22])[N:13]=[C:12]([CH3:23])[C:11]=1[C:24]#[N:25], predict the reaction product. The product is: [CH3:3][N:4]1[CH:8]=[CH:7][C:6]([CH3:9])=[C:5]1[C:10]1[N:14]([C:15]2[CH:20]=[CH:19][C:18]([OH:21])=[CH:17][C:16]=2[F:22])[N:13]=[C:12]([CH3:23])[C:11]=1[C:24](=[N:1][OH:2])[NH2:25]. (5) Given the reactants C([O:8][C:9](=O)[C@@H:10]([NH:26][C:27]([O:29][C:30]([CH3:33])([CH3:32])[CH3:31])=[O:28])[CH2:11][C:12]([N:14]1[CH2:17][CH:16]([O:18][C:19]2[CH:24]=[CH:23][C:22]([Cl:25])=[CH:21][CH:20]=2)[CH2:15]1)=O)C1C=CC=CC=1.[H-].[Al+3].[Li+].[H-].[H-].[H-], predict the reaction product. The product is: [C:30]([O:29][C:27](=[O:28])[NH:26][C@H:10]([CH2:9][OH:8])[CH2:11][CH2:12][N:14]1[CH2:15][CH:16]([O:18][C:19]2[CH:20]=[CH:21][C:22]([Cl:25])=[CH:23][CH:24]=2)[CH2:17]1)([CH3:31])([CH3:33])[CH3:32].